Dataset: Catalyst prediction with 721,799 reactions and 888 catalyst types from USPTO. Task: Predict which catalyst facilitates the given reaction. The catalyst class is: 3. Reactant: [F:1][C:2]1[CH:3]=[C:4]([CH:7]=[C:8]([OH:11])[C:9]=1[OH:10])[CH:5]=[O:6].C(=O)([O-])[O-].[K+].[K+].Br[CH2:19][CH2:20]Br. Product: [F:1][C:2]1[C:9]2[O:10][CH2:19][CH2:20][O:11][C:8]=2[CH:7]=[C:4]([CH:5]=[O:6])[CH:3]=1.